Task: Predict which catalyst facilitates the given reaction.. Dataset: Catalyst prediction with 721,799 reactions and 888 catalyst types from USPTO (1) Reactant: [CH:1]1([Mg]Br)[CH2:3][CH2:2]1.[F:6][C:7]1[C:12]([F:13])=[CH:11][CH:10]=[CH:9][C:8]=1[C@H:14]1[CH2:20][N:19]2[C:21]([CH:24]=[O:25])=[CH:22][N:23]=[C:18]2[C@H:17]([NH:26][C:27](=[O:33])[O:28][C:29]([CH3:32])([CH3:31])[CH3:30])[CH2:16][CH2:15]1. Product: [CH:1]1([CH:24]([OH:25])[C:21]2[N:19]3[CH2:20][C@H:14]([C:8]4[CH:9]=[CH:10][CH:11]=[C:12]([F:13])[C:7]=4[F:6])[CH2:15][CH2:16][C@@H:17]([NH:26][C:27](=[O:33])[O:28][C:29]([CH3:32])([CH3:31])[CH3:30])[C:18]3=[N:23][CH:22]=2)[CH2:3][CH2:2]1. The catalyst class is: 7. (2) Reactant: Cl.[C:2](Cl)(=[O:9])[C:3]1[CH:8]=[CH:7][CH:6]=[N:5][CH:4]=1.[CH3:11][C:12]1[N:17]=[C:16]([C:18]2[N:19]=[C:20]3[N:25]=[C:24]([NH2:26])[CH:23]=[CH:22][N:21]3[C:27]=2[C:28]2[CH:33]=[CH:32][N:31]=[C:30]([S:34][CH3:35])[N:29]=2)[CH:15]=[CH:14][CH:13]=1. Product: [CH3:11][C:12]1[N:17]=[C:16]([C:18]2[N:19]=[C:20]3[N:25]=[C:24]([NH:26][C:2](=[O:9])[C:3]4[CH:8]=[CH:7][CH:6]=[N:5][CH:4]=4)[CH:23]=[CH:22][N:21]3[C:27]=2[C:28]2[CH:33]=[CH:32][N:31]=[C:30]([S:34][CH3:35])[N:29]=2)[CH:15]=[CH:14][CH:13]=1. The catalyst class is: 228. (3) Reactant: CN(C)C(C1C=CC(N[C:12]2[C:13]3[C:20]([F:21])=[CH:19][N:18]([CH:22]4[CH2:27][CH2:26][N:25]([C:28]([O:30][C:31]([CH3:34])([CH3:33])[CH3:32])=[O:29])[CH2:24][CH2:23]4)[C:14]=3[N:15]=[CH:16][N:17]=2)=C(F)C=1)=O.[F:37][C:38]1[CH:43]=[C:42]([S:44]([CH3:47])(=[O:46])=[O:45])[CH:41]=[CH:40][C:39]=1[OH:48].C(=O)([O-])[O-].[K+].[K+].O. Product: [F:21][C:20]1[C:13]2[C:12]([O:48][C:39]3[CH:40]=[CH:41][C:42]([S:44]([CH3:47])(=[O:46])=[O:45])=[CH:43][C:38]=3[F:37])=[N:17][CH:16]=[N:15][C:14]=2[N:18]([CH:22]2[CH2:23][CH2:24][N:25]([C:28]([O:30][C:31]([CH3:32])([CH3:34])[CH3:33])=[O:29])[CH2:26][CH2:27]2)[CH:19]=1. The catalyst class is: 16.